Task: Regression. Given two drug SMILES strings and cell line genomic features, predict the synergy score measuring deviation from expected non-interaction effect.. Dataset: NCI-60 drug combinations with 297,098 pairs across 59 cell lines (1) Drug 1: C1CCN(CC1)CCOC2=CC=C(C=C2)C(=O)C3=C(SC4=C3C=CC(=C4)O)C5=CC=C(C=C5)O. Drug 2: C1=CC(=CC=C1C#N)C(C2=CC=C(C=C2)C#N)N3C=NC=N3. Cell line: COLO 205. Synergy scores: CSS=-0.442, Synergy_ZIP=5.05, Synergy_Bliss=6.69, Synergy_Loewe=0.818, Synergy_HSA=-0.365. (2) Drug 2: COC1=C2C(=CC3=C1OC=C3)C=CC(=O)O2. Cell line: HS 578T. Drug 1: C1=CC(=CC=C1CCCC(=O)O)N(CCCl)CCCl. Synergy scores: CSS=19.8, Synergy_ZIP=-5.45, Synergy_Bliss=-2.55, Synergy_Loewe=-4.11, Synergy_HSA=-3.02. (3) Drug 1: C1=CC(=CC=C1CC(C(=O)O)N)N(CCCl)CCCl.Cl. Drug 2: CCCS(=O)(=O)NC1=C(C(=C(C=C1)F)C(=O)C2=CNC3=C2C=C(C=N3)C4=CC=C(C=C4)Cl)F. Cell line: OVCAR3. Synergy scores: CSS=9.46, Synergy_ZIP=-1.17, Synergy_Bliss=3.05, Synergy_Loewe=0.205, Synergy_HSA=0.169. (4) Drug 1: CN(CC1=CN=C2C(=N1)C(=NC(=N2)N)N)C3=CC=C(C=C3)C(=O)NC(CCC(=O)O)C(=O)O. Drug 2: C1C(C(OC1N2C=NC3=C(N=C(N=C32)Cl)N)CO)O. Cell line: HCT-15. Synergy scores: CSS=32.5, Synergy_ZIP=-4.42, Synergy_Bliss=0.182, Synergy_Loewe=-17.2, Synergy_HSA=-8.63. (5) Drug 1: CN(C)C1=NC(=NC(=N1)N(C)C)N(C)C. Drug 2: CC(C)CN1C=NC2=C1C3=CC=CC=C3N=C2N. Cell line: PC-3. Synergy scores: CSS=1.55, Synergy_ZIP=0.221, Synergy_Bliss=1.63, Synergy_Loewe=0.915, Synergy_HSA=0.663. (6) Drug 1: CN1CCC(CC1)COC2=C(C=C3C(=C2)N=CN=C3NC4=C(C=C(C=C4)Br)F)OC. Drug 2: CC12CCC3C(C1CCC2O)C(CC4=C3C=CC(=C4)O)CCCCCCCCCS(=O)CCCC(C(F)(F)F)(F)F. Cell line: MDA-MB-231. Synergy scores: CSS=7.85, Synergy_ZIP=-3.77, Synergy_Bliss=-2.27, Synergy_Loewe=-3.08, Synergy_HSA=-0.998. (7) Drug 1: CC1=C(C=C(C=C1)NC2=NC=CC(=N2)N(C)C3=CC4=NN(C(=C4C=C3)C)C)S(=O)(=O)N.Cl. Drug 2: C1CC(C1)(C(=O)O)C(=O)O.[NH2-].[NH2-].[Pt+2]. Cell line: SN12C. Synergy scores: CSS=16.0, Synergy_ZIP=-5.71, Synergy_Bliss=1.10, Synergy_Loewe=2.16, Synergy_HSA=2.22.